This data is from NCI-60 drug combinations with 297,098 pairs across 59 cell lines. The task is: Regression. Given two drug SMILES strings and cell line genomic features, predict the synergy score measuring deviation from expected non-interaction effect. (1) Drug 1: C1=NC2=C(N=C(N=C2N1C3C(C(C(O3)CO)O)F)Cl)N. Drug 2: CC1=C(N=C(N=C1N)C(CC(=O)N)NCC(C(=O)N)N)C(=O)NC(C(C2=CN=CN2)OC3C(C(C(C(O3)CO)O)O)OC4C(C(C(C(O4)CO)O)OC(=O)N)O)C(=O)NC(C)C(C(C)C(=O)NC(C(C)O)C(=O)NCCC5=NC(=CS5)C6=NC(=CS6)C(=O)NCCC[S+](C)C)O. Cell line: U251. Synergy scores: CSS=40.6, Synergy_ZIP=-4.17, Synergy_Bliss=-3.86, Synergy_Loewe=-3.75, Synergy_HSA=1.41. (2) Drug 1: CCC1(CC2CC(C3=C(CCN(C2)C1)C4=CC=CC=C4N3)(C5=C(C=C6C(=C5)C78CCN9C7C(C=CC9)(C(C(C8N6C=O)(C(=O)OC)O)OC(=O)C)CC)OC)C(=O)OC)O.OS(=O)(=O)O. Drug 2: C1=NC2=C(N=C(N=C2N1C3C(C(C(O3)CO)O)F)Cl)N. Cell line: RPMI-8226. Synergy scores: CSS=57.4, Synergy_ZIP=-2.07, Synergy_Bliss=-0.539, Synergy_Loewe=-23.9, Synergy_HSA=-1.83. (3) Drug 2: C1CNP(=O)(OC1)N(CCCl)CCCl. Cell line: MDA-MB-231. Synergy scores: CSS=13.0, Synergy_ZIP=-1.41, Synergy_Bliss=0.526, Synergy_Loewe=-12.3, Synergy_HSA=-0.0913. Drug 1: CCC1=C2CN3C(=CC4=C(C3=O)COC(=O)C4(CC)O)C2=NC5=C1C=C(C=C5)O. (4) Drug 1: CC1C(C(CC(O1)OC2CC(OC(C2O)C)OC3=CC4=CC5=C(C(=O)C(C(C5)C(C(=O)C(C(C)O)O)OC)OC6CC(C(C(O6)C)O)OC7CC(C(C(O7)C)O)OC8CC(C(C(O8)C)O)(C)O)C(=C4C(=C3C)O)O)O)O. Drug 2: CC(C)(C#N)C1=CC(=CC(=C1)CN2C=NC=N2)C(C)(C)C#N. Cell line: HCC-2998. Synergy scores: CSS=29.9, Synergy_ZIP=0.0575, Synergy_Bliss=-5.01, Synergy_Loewe=-11.1, Synergy_HSA=-6.15.